Dataset: Full USPTO retrosynthesis dataset with 1.9M reactions from patents (1976-2016). Task: Predict the reactants needed to synthesize the given product. (1) Given the product [N:26]1[CH:31]=[CH:30][CH:29]=[CH:28][C:27]=1[C:32]#[C:33][C:2]1[CH:3]=[C:4]([O:21][C:22]([F:24])([F:23])[F:25])[CH:5]=[C:6]2[C:11]=1[O:10][CH:9]([C:12]([F:14])([F:15])[F:13])[C:8]([C:16]([O:18][CH2:19][CH3:20])=[O:17])=[CH:7]2, predict the reactants needed to synthesize it. The reactants are: I[C:2]1[CH:3]=[C:4]([O:21][C:22]([F:25])([F:24])[F:23])[CH:5]=[C:6]2[C:11]=1[O:10][CH:9]([C:12]([F:15])([F:14])[F:13])[C:8]([C:16]([O:18][CH2:19][CH3:20])=[O:17])=[CH:7]2.[N:26]1[CH:31]=[CH:30][CH:29]=[CH:28][C:27]=1[C:32]#[CH:33]. (2) Given the product [CH:34]1([O:33][C:19]2[C:18]([C:16]3[CH:15]=[N:14][N:13]([CH:11]4[CH2:12][CH:9]([OH:8])[CH2:10]4)[CH:17]=3)=[CH:27][CH:26]=[C:25]3[C:20]=2[CH2:21][CH2:22][C@H:23]([CH3:32])[N:24]3[C:28]([O:30][CH3:31])=[O:29])[CH2:35][CH2:36][CH2:37]1, predict the reactants needed to synthesize it. The reactants are: C([O:8][CH:9]1[CH2:12][CH:11]([N:13]2[CH:17]=[C:16]([C:18]3[C:19]([O:33][CH:34]4[CH2:37][CH2:36][CH2:35]4)=[C:20]4[C:25](=[CH:26][CH:27]=3)[N:24]([C:28]([O:30][CH3:31])=[O:29])[C@@H:23]([CH3:32])[CH2:22][CH2:21]4)[CH:15]=[N:14]2)[CH2:10]1)C1C=CC=CC=1. (3) Given the product [OH:8][C:4]1[CH:3]=[C:2]([NH:1][C:9](=[O:13])[CH:10]([CH3:12])[CH3:11])[CH:7]=[CH:6][CH:5]=1, predict the reactants needed to synthesize it. The reactants are: [NH2:1][C:2]1[CH:3]=[C:4]([OH:8])[CH:5]=[CH:6][CH:7]=1.[C:9](Cl)(=[O:13])[CH:10]([CH3:12])[CH3:11].